This data is from Forward reaction prediction with 1.9M reactions from USPTO patents (1976-2016). The task is: Predict the product of the given reaction. (1) The product is: [S:1]1[C:5]2[CH:6]=[CH:7][CH:8]=[CH:9][C:4]=2[C:3]([C@H:10]2[CH2:15][CH2:14][C@H:13]([C:16]3[N:25]4[C:19]([CH2:20][N:21]([C:38](=[O:40])[CH3:39])[CH2:22][C:23]5[CH:29]=[C:28]([Cl:30])[CH:27]=[CH:26][C:24]=54)=[N:18][N:17]=3)[CH2:12][CH2:11]2)=[N:2]1. Given the reactants [S:1]1[C:5]2[CH:6]=[CH:7][CH:8]=[CH:9][C:4]=2[C:3]([C@H:10]2[CH2:15][CH2:14][C@H:13]([C:16]3[N:25]4[C:19]([CH2:20][NH:21][CH2:22][C:23]5[CH:29]=[C:28]([Cl:30])[CH:27]=[CH:26][C:24]=54)=[N:18][N:17]=3)[CH2:12][CH2:11]2)=[N:2]1.C(N(CC)CC)C.[C:38](Cl)(=[O:40])[CH3:39], predict the reaction product. (2) The product is: [N+:9]([C:8]1[CH:7]=[N:6][N:3]2[CH2:4][CH2:5][NH:1][C:2]=12)([O-:11])=[O:10]. Given the reactants [NH:1]1[CH2:5][CH2:4][N:3]2[N:6]=[CH:7][CH:8]=[C:2]12.[N+:9]([O-])([OH:11])=[O:10], predict the reaction product. (3) The product is: [Cl:1][C:2]1[C:7]([C:8]2[CH:13]=[CH:12][CH:11]=[CH:10][CH:9]=2)=[C:6]([NH:27][CH:24]([CH3:26])[CH3:25])[N:5]2[N:15]=[C:16]([C:18]3[CH:23]=[CH:22][CH:21]=[CH:20][N:19]=3)[N:17]=[C:4]2[N:3]=1. Given the reactants [Cl:1][C:2]1[C:7]([C:8]2[CH:13]=[CH:12][CH:11]=[CH:10][CH:9]=2)=[C:6](Cl)[N:5]2[N:15]=[C:16]([C:18]3[CH:23]=[CH:22][CH:21]=[CH:20][N:19]=3)[N:17]=[C:4]2[N:3]=1.[CH:24]([NH2:27])([CH3:26])[CH3:25], predict the reaction product.